This data is from Experimentally validated miRNA-target interactions with 360,000+ pairs, plus equal number of negative samples. The task is: Binary Classification. Given a miRNA mature sequence and a target amino acid sequence, predict their likelihood of interaction. (1) The miRNA is mmu-miR-181a-5p with sequence AACAUUCAACGCUGUCGGUGAGU. The protein sequence of the target gene is MSTPSRFKKDKEIIAEYESQVKEIRAQLVEQQKCLEQQTEMRVQLLQDLQDFFRKKAEIETEYSRNLEKLAERFMAKTRSTKDHQQFKKDQNLLSPVNCWYLLLNQVRRESKDHATLSDIYLNNVIMRFMQISEDSTRMFKKSKEIAFQLHEDLMKVLNELYTVMKTYHMYHSESISAESKLKEAEKQEEKQIGRSGDPVFHIRLEERHQRRSSVKKIEKMKEKRQAKYSENKLKSIKARNEYLLTLEATNASVFKYYIHDLSDLIDCCDLGYHASLNRALRTYLSAEYNLETSRHEGLD.... Result: 1 (interaction). (2) The miRNA is mmu-let-7d-5p with sequence AGAGGUAGUAGGUUGCAUAGUU. The protein sequence of the target gene is MDPAPSLGCSLKDVKWSSVAVPLDLLVSTYRLPQIARLDNGECVEGLRENDYLLIHSCRQWTTITAHSLEEGHYVIGPKIEIPVHYAGQFKLLEQDRDIKEPVQYFNSVEEVAKAFPERVYVMEDITFNVKVASGECNEDTEVYNITLCTGDELTLMGQAEILYAKTFKEKSRLNTIFKKIGKLNSISKLGKGKMPCLICMNHRTNESISLPFQCKGRFSTRSPLELQMQEGEHTIRNIVEKTRLPVNVTVPSPPPRNPYDLHFIREGHRYKFVNIQTKTVVVCCVLRNNKILPMHFPLH.... Result: 0 (no interaction). (3) The miRNA is hsa-miR-377-3p with sequence AUCACACAAAGGCAACUUUUGU. The protein sequence of the target gene is MCPGNWLWASMTFMARFSRSSSRSPVRTRGTLEEMPTVQHPFLNVFELERLLYTGKTACNHADEVWPGLYLGDQDMANNRRELRRLGITHVLNASHSRWRGTPEAYEGLGIRYLGVEAHDSPAFDMSIHFQTAADFIHRALSQPGGKILVHCAVGVSRSATLVLAYLMLYHHLTLVEAIKKVKDHRGIIPNRGFLRQLLALDRRLRQGLEA. Result: 1 (interaction).